Dataset: Full USPTO retrosynthesis dataset with 1.9M reactions from patents (1976-2016). Task: Predict the reactants needed to synthesize the given product. Given the product [CH2:15]([O:14][C:12](=[O:13])[CH2:11][O:8][CH2:7][CH:2]1[CH2:3][CH2:4][CH2:5][CH2:6][O:1]1)[CH3:16], predict the reactants needed to synthesize it. The reactants are: [O:1]1[CH2:6][CH2:5][CH2:4][CH2:3][CH:2]1[CH2:7][OH:8].[N+](=[CH:11][C:12]([O:14][CH2:15][CH3:16])=[O:13])=[N-].CO.